Dataset: NCI-60 drug combinations with 297,098 pairs across 59 cell lines. Task: Regression. Given two drug SMILES strings and cell line genomic features, predict the synergy score measuring deviation from expected non-interaction effect. (1) Drug 1: CC1OCC2C(O1)C(C(C(O2)OC3C4COC(=O)C4C(C5=CC6=C(C=C35)OCO6)C7=CC(=C(C(=C7)OC)O)OC)O)O. Drug 2: C1=NC2=C(N=C(N=C2N1C3C(C(C(O3)CO)O)F)Cl)N. Cell line: SN12C. Synergy scores: CSS=54.5, Synergy_ZIP=-5.58, Synergy_Bliss=-3.89, Synergy_Loewe=-3.04, Synergy_HSA=0.704. (2) Synergy scores: CSS=29.4, Synergy_ZIP=0.847, Synergy_Bliss=0.719, Synergy_Loewe=-11.9, Synergy_HSA=2.32. Drug 2: C(CC(=O)O)C(=O)CN.Cl. Drug 1: CC1OCC2C(O1)C(C(C(O2)OC3C4COC(=O)C4C(C5=CC6=C(C=C35)OCO6)C7=CC(=C(C(=C7)OC)O)OC)O)O. Cell line: A498. (3) Drug 1: C1CN1C2=NC(=NC(=N2)N3CC3)N4CC4. Drug 2: B(C(CC(C)C)NC(=O)C(CC1=CC=CC=C1)NC(=O)C2=NC=CN=C2)(O)O. Cell line: SF-539. Synergy scores: CSS=80.4, Synergy_ZIP=-2.81, Synergy_Bliss=-1.99, Synergy_Loewe=-1.33, Synergy_HSA=1.54.